This data is from Forward reaction prediction with 1.9M reactions from USPTO patents (1976-2016). The task is: Predict the product of the given reaction. (1) Given the reactants C(=O)([O-])[O-].[Na+].[Na+].CC1(C)C(C)(C)OB([C:15]2[CH:16]=[N:17][N:18]([C:20]([O:22][C:23]([CH3:26])([CH3:25])[CH3:24])=[O:21])[CH:19]=2)O1.Br[C:29]1[CH:30]=[C:31]([NH2:35])[CH:32]=[N:33][CH:34]=1, predict the reaction product. The product is: [C:23]([O:22][C:20]([N:18]1[CH:19]=[C:15]([C:29]2[CH:34]=[N:33][CH:32]=[C:31]([NH2:35])[CH:30]=2)[CH:16]=[N:17]1)=[O:21])([CH3:24])([CH3:25])[CH3:26]. (2) Given the reactants [CH3:1][C:2]1[CH:6]=[C:5]([C:7]([OH:9])=O)[O:4][N:3]=1.F[P-](F)(F)(F)(F)F.C[N+](C)=C(N(C)C)ON1C2N=CC=CC=2N=N1.[NH2:34][C@@H:35]([C:37]1[CH:38]=[C:39]2[C:43](=[CH:44][CH:45]=1)[NH:42][C:41]([CH2:46][OH:47])=[CH:40]2)[CH3:36].OI1(=O)C2C=CC=CC=2C(=O)O1, predict the reaction product. The product is: [CH:46]([C:41]1[NH:42][C:43]2[C:39]([CH:40]=1)=[CH:38][C:37]([C@H:35]([NH:34][C:7]([C:5]1[O:4][N:3]=[C:2]([CH3:1])[CH:6]=1)=[O:9])[CH3:36])=[CH:45][CH:44]=2)=[O:47]. (3) The product is: [CH3:12][C:2]1[S:15][C:14]([NH2:16])=[N:13][C:3]=1[C:5]1[CH:10]=[CH:9][C:8]([CH3:11])=[CH:7][CH:6]=1. Given the reactants Br[CH:2]([CH3:12])[C:3]([C:5]1[CH:10]=[CH:9][C:8]([CH3:11])=[CH:7][CH:6]=1)=O.[NH2:13][C:14]([NH2:16])=[S:15], predict the reaction product. (4) Given the reactants [Si]([O:8][CH2:9][CH:10]1[CH2:15][CH2:14][CH2:13][N:12]([C:16]2[CH:17]=[CH:18][C:19]([CH3:37])=[C:20]([CH:36]=2)[C:21]([NH:23][C:24]2[C:25]([CH3:35])=[C:26]([CH:31]=[CH:32][C:33]=2[CH3:34])[C:27]([O:29][CH3:30])=[O:28])=[O:22])[CH2:11]1)(C(C)(C)C)(C)C.[N+](CCCC)(CCCC)(CCCC)CCCC.[F-], predict the reaction product. The product is: [OH:8][CH2:9][CH:10]1[CH2:15][CH2:14][CH2:13][N:12]([C:16]2[CH:17]=[CH:18][C:19]([CH3:37])=[C:20]([CH:36]=2)[C:21]([NH:23][C:24]2[C:25]([CH3:35])=[C:26]([CH:31]=[CH:32][C:33]=2[CH3:34])[C:27]([O:29][CH3:30])=[O:28])=[O:22])[CH2:11]1. (5) Given the reactants [CH2:1]([NH:8][C@@H:9]1[CH2:16][N:15]2[C:17]3[CH:18]=[C:19]([C:30]([O:32][CH3:33])=[O:31])[CH:20]=[CH:21][C:22]=3[C:23]([CH:24]3[CH2:29][CH2:28][CH2:27][CH2:26][CH2:25]3)=[C:14]2[C:13]2[CH:34]=[CH:35][C:36]([F:38])=[CH:37][C:12]=2[O:11][CH2:10]1)[C:2]1[CH:7]=[CH:6][CH:5]=[CH:4][CH:3]=1.[BH3-]C#N.[Na+].[C:43]([NH:50][CH2:51][CH:52]=O)([O:45][C:46]([CH3:49])([CH3:48])[CH3:47])=[O:44], predict the reaction product. The product is: [CH2:1]([N:8]([CH2:52][CH2:51][NH:50][C:43]([O:45][C:46]([CH3:49])([CH3:48])[CH3:47])=[O:44])[C@@H:9]1[CH2:16][N:15]2[C:17]3[CH:18]=[C:19]([C:30]([O:32][CH3:33])=[O:31])[CH:20]=[CH:21][C:22]=3[C:23]([CH:24]3[CH2:25][CH2:26][CH2:27][CH2:28][CH2:29]3)=[C:14]2[C:13]2[CH:34]=[CH:35][C:36]([F:38])=[CH:37][C:12]=2[O:11][CH2:10]1)[C:2]1[CH:3]=[CH:4][CH:5]=[CH:6][CH:7]=1. (6) Given the reactants C(=O)([O-])[O-].[K+].[K+].Cl.[NH2:8][OH:9].[CH2:10]([O:17][CH2:18][C:19]([NH:23][S:24]([C:26]([CH3:29])([CH3:28])[CH3:27])=[O:25])([C:21]#[N:22])[CH3:20])[C:11]1[CH:16]=[CH:15][CH:14]=[CH:13][CH:12]=1.[O-][Mn](=O)(=O)=O.[K+], predict the reaction product. The product is: [CH2:10]([O:17][CH2:18][C:19]([NH:23][S:24]([C:26]([CH3:29])([CH3:28])[CH3:27])=[O:25])([CH3:20])[C:21](=[N:8][OH:9])[NH2:22])[C:11]1[CH:12]=[CH:13][CH:14]=[CH:15][CH:16]=1. (7) Given the reactants [Cl:1][C:2]1[CH:7]=[CH:6][C:5]([CH3:8])=[CH:4][C:3]=1[N+:9]([O-])=O.[CH:12]([Mg]Br)=[CH2:13].[Cl-].[NH4+].Cl, predict the reaction product. The product is: [Cl:1][C:2]1[CH:7]=[CH:6][C:5]([CH3:8])=[C:4]2[C:3]=1[NH:9][CH:13]=[CH:12]2. (8) The product is: [CH3:1][O:2][C:3]1[C:4](=[O:29])[C:5]([CH3:28])=[C:6]([CH2:12][C:13]2[CH:14]=[CH:15][C:16]([C:22]3[CH:27]=[CH:26][CH:25]=[CH:24][CH:23]=3)=[C:17]([CH:21]=2)[C:18]([NH:38][C:35]2[CH:36]=[CH:37][C:32]([O:31][CH3:30])=[CH:33][CH:34]=2)=[O:20])[C:7](=[O:11])[C:8]=1[O:9][CH3:10]. Given the reactants [CH3:1][O:2][C:3]1[C:4](=[O:29])[C:5]([CH3:28])=[C:6]([CH2:12][C:13]2[CH:14]=[CH:15][C:16]([C:22]3[CH:27]=[CH:26][CH:25]=[CH:24][CH:23]=3)=[C:17]([CH:21]=2)[C:18]([OH:20])=O)[C:7](=[O:11])[C:8]=1[O:9][CH3:10].[CH3:30][O:31][C:32]1[CH:37]=[CH:36][C:35]([NH2:38])=[CH:34][CH:33]=1.C(N(CC)CC)C.[Cl-].ClC1N(C)CC[NH+]1C, predict the reaction product. (9) Given the reactants Cl[C:2]1[N:7]=[C:6]([CH3:8])[C:5]([N+:9]([O-:11])=[O:10])=[CH:4][CH:3]=1.[N:12]1([C:18]([O:20][C:21]([CH3:24])([CH3:23])[CH3:22])=[O:19])[CH2:17][CH2:16][NH:15][CH2:14][CH2:13]1.C(N(CC)CC)C.O, predict the reaction product. The product is: [C:21]([O:20][C:18]([N:12]1[CH2:17][CH2:16][N:15]([C:2]2[CH:3]=[CH:4][C:5]([N+:9]([O-:11])=[O:10])=[C:6]([CH3:8])[N:7]=2)[CH2:14][CH2:13]1)=[O:19])([CH3:24])([CH3:22])[CH3:23]. (10) The product is: [N:41]1([C:39]([O:38][C@:9]([C:3]2[CH:4]=[CH:5][C:6]([F:8])=[CH:7][C:2]=2[F:1])([CH2:32][N:33]2[CH:37]=[N:36][CH:35]=[N:34]2)[C@H:10]([S:12][C@@H:13]2[CH2:18][O:17][C@@H:16](/[CH:19]=[CH:20]/[CH:21]=[CH:22]/[C:23]3[CH:30]=[CH:29][C:26]([C:27]#[N:28])=[CH:25][C:24]=3[F:31])[O:15][CH2:14]2)[CH3:11])=[O:40])[CH:45]=[CH:44][N:43]=[CH:42]1. Given the reactants [F:1][C:2]1[CH:7]=[C:6]([F:8])[CH:5]=[CH:4][C:3]=1[C@@:9]([OH:38])([CH2:32][N:33]1[CH:37]=[N:36][CH:35]=[N:34]1)[C@H:10]([S:12][C@@H:13]1[CH2:18][O:17][C@@H:16](/[CH:19]=[CH:20]/[CH:21]=[CH:22]/[C:23]2[CH:30]=[CH:29][C:26]([C:27]#[N:28])=[CH:25][C:24]=2[F:31])[O:15][CH2:14]1)[CH3:11].[C:39](N1C=CN=C1)([N:41]1[CH:45]=[CH:44][N:43]=[CH:42]1)=[O:40].P([O-])([O-])([O-])=O, predict the reaction product.